Dataset: Full USPTO retrosynthesis dataset with 1.9M reactions from patents (1976-2016). Task: Predict the reactants needed to synthesize the given product. (1) Given the product [C:5]1([OH:1])([CH3:17])[CH2:8][CH2:9][CH:10]([CH:13]([CH3:15])[CH3:14])[CH:11]=[C:4]1[OH:3], predict the reactants needed to synthesize it. The reactants are: [O:1]1[CH2:5][CH2:4][O:3]C1.CC1C[CH:11]2[C:13]([CH3:15])([CH3:14])[CH:10]2[CH2:9][CH:8]=1.N1C=CC=C[CH:17]=1.[Na+].[Cl-]. (2) Given the product [F:16][C:13]1[CH:12]=[CH:11][C:10]([C:7]2[S:8][CH2:9][CH:5]([C:3]([OH:4])=[O:2])[N:6]=2)=[CH:15][CH:14]=1, predict the reactants needed to synthesize it. The reactants are: C[O:2][C:3]([CH:5]1[CH2:9][S:8][C:7]([C:10]2[CH:15]=[CH:14][C:13]([F:16])=[CH:12][CH:11]=2)=[N:6]1)=[O:4].[OH-].[K+]. (3) The reactants are: [ClH:1].Cl.[CH3:3][O:4][C:5]1[CH:10]=[CH:9][C:8]([N:11]([CH:31]2[CH2:36][CH2:35][NH:34][CH2:33][CH2:32]2)[CH2:12][C:13]2[CH:14]=[C:15]([C:19]3[CH:24]=[C:23]([O:25][CH3:26])[C:22]([O:27][CH3:28])=[C:21]([O:29][CH3:30])[CH:20]=3)[CH:16]=[N:17][CH:18]=2)=[CH:7][CH:6]=1.[Cl:37][CH2:38][C:39]1[CH:44]=[CH:43][N:42]=[C:41]([C:45]2[CH:50]=[CH:49][CH:48]=[C:47]([O:51][CH3:52])[CH:46]=2)[CH:40]=1. Given the product [ClH:37].[ClH:1].[ClH:37].[CH3:3][O:4][C:5]1[CH:6]=[CH:7][C:8]([N:11]([CH:31]2[CH2:36][CH2:35][N:34]([CH2:38][C:39]3[CH:44]=[CH:43][N:42]=[C:41]([C:45]4[CH:50]=[CH:49][CH:48]=[C:47]([O:51][CH3:52])[CH:46]=4)[CH:40]=3)[CH2:33][CH2:32]2)[CH2:12][C:13]2[CH:14]=[C:15]([C:19]3[CH:24]=[C:23]([O:25][CH3:26])[C:22]([O:27][CH3:28])=[C:21]([O:29][CH3:30])[CH:20]=3)[CH:16]=[N:17][CH:18]=2)=[CH:9][CH:10]=1, predict the reactants needed to synthesize it. (4) Given the product [C:1]([O:5][C:6]([N:8]1[C@H:13]([C:14](=[O:16])[NH:26][CH:22]2[CH2:23][CH2:24][CH2:25][C:20]([CH3:27])([CH3:19])[CH2:21]2)[CH2:12][C@:11]2([CH2:17][OH:18])[C@H:9]1[CH2:10]2)=[O:7])([CH3:2])([CH3:3])[CH3:4], predict the reactants needed to synthesize it. The reactants are: [C:1]([O:5][C:6]([N:8]1[C@H:13]([C:14]([OH:16])=O)[CH2:12][C@:11]2([CH2:17][OH:18])[C@H:9]1[CH2:10]2)=[O:7])([CH3:4])([CH3:3])[CH3:2].[CH3:19][C:20]1([CH3:27])[CH2:25][CH2:24][CH2:23][CH:22]([NH2:26])[CH2:21]1.CN(C(ON1N=NC2C=CC=CC1=2)=[N+](C)C)C.F[P-](F)(F)(F)(F)F.CCN(C(C)C)C(C)C. (5) Given the product [Br:1][C:2]1[CH:7]=[CH:6][C:5]([S:8]([N:19]2[CH2:24][CH2:23][O:22][CH2:21][CH2:20]2)(=[O:10])=[O:9])=[CH:4][CH:3]=1, predict the reactants needed to synthesize it. The reactants are: [Br:1][C:2]1[CH:7]=[CH:6][C:5]([S:8](Cl)(=[O:10])=[O:9])=[CH:4][CH:3]=1.C(N(CC)CC)C.[NH:19]1[CH2:24][CH2:23][O:22][CH2:21][CH2:20]1. (6) The reactants are: [Cl:1][C:2]1[S:6][C:5]([C:7]2[C:11]([C:12]3[CH:17]=[CH:16][N:15]=[CH:14][CH:13]=3)=[CH:10][NH:9][N:8]=2)=[CH:4][CH:3]=1.[CH:18]1(B(O)O)[CH2:20][CH2:19]1.C(=O)([O-])[O-].[Na+].[Na+].[Cl-].[NH4+]. Given the product [CH:18]1([N:9]2[CH:10]=[C:11]([C:12]3[CH:17]=[CH:16][N:15]=[CH:14][CH:13]=3)[C:7]([C:5]3[S:6][C:2]([Cl:1])=[CH:3][CH:4]=3)=[N:8]2)[CH2:20][CH2:19]1, predict the reactants needed to synthesize it.